From a dataset of Reaction yield outcomes from USPTO patents with 853,638 reactions. Predict the reaction yield, written as a fraction of the theoretical maximum amount of product (1.0 means a 100% yield; for example, 0.34 means a 34% yield). (1) The reactants are O=[C:2]1[C:11]2[C:10]([C:12](OCC)=O)=[CH:9][CH:8]=[CH:7][C:6]=2[NH:5][CH:4]([C:17]2[CH:22]=[CH:21][CH:20]=[CH:19][CH:18]=2)[CH:3]1[C:23]1[N:24]([CH2:28][CH2:29][CH3:30])[CH:25]=[CH:26][N:27]=1.[OH2:31].[NH2:32][NH2:33]. The catalyst is CO. The product is [C:17]1([CH:4]2[NH:5][C:6]3[C:11]4[C:2](=[N:32][NH:33][C:12](=[O:31])[C:10]=4[CH:9]=[CH:8][CH:7]=3)[CH:3]2[C:23]2[N:24]([CH2:28][CH2:29][CH3:30])[CH:25]=[CH:26][N:27]=2)[CH:22]=[CH:21][CH:20]=[CH:19][CH:18]=1. The yield is 0.370. (2) The reactants are [NH2:1][C:2]1[CH:7]=[CH:6][C:5]([CH2:8][C:9]([O:11][C:12]([CH3:15])([CH3:14])[CH3:13])=[O:10])=[CH:4][C:3]=1[CH3:16].[Cl:17][C:18]1[CH:23]=[CH:22][CH:21]=[CH:20][C:19]=1[N:24]=[C:25]=[O:26].CCN(CC)CC. The catalyst is C1COCC1. The product is [Cl:17][C:18]1[CH:23]=[CH:22][CH:21]=[CH:20][C:19]=1[NH:24][C:25](=[O:26])[NH:1][C:2]1[CH:7]=[CH:6][C:5]([CH2:8][C:9]([O:11][C:12]([CH3:13])([CH3:15])[CH3:14])=[O:10])=[CH:4][C:3]=1[CH3:16]. The yield is 0.930. (3) The reactants are [NH:1]1[CH:5]=[C:4]([C:6]2[CH:11]=[C:10]([C:12]([NH2:14])=[O:13])[CH:9]=[CH:8][N:7]=2)[N:3]=[CH:2]1.[CH2:15]([O:17][C:18]1[CH:23]=[CH:22][CH:21]=[CH:20][C:19]=1[CH2:24][CH2:25]OS(C)(=O)=O)[CH3:16].C([O-])([O-])=O.[K+].[K+]. The catalyst is CN(C=O)C. The product is [CH2:15]([O:17][C:18]1[CH:23]=[CH:22][CH:21]=[CH:20][C:19]=1[CH2:24][CH2:25][N:1]1[CH:5]=[C:4]([C:6]2[CH:11]=[C:10]([C:12]([NH2:14])=[O:13])[CH:9]=[CH:8][N:7]=2)[N:3]=[CH:2]1)[CH3:16]. The yield is 0.530. (4) The reactants are F[C:2]1[CH:7]=[CH:6][C:5]([C:8]([F:11])([F:10])[F:9])=[CH:4][CH:3]=1.[CH2:12]([C:14]1[O:18][N:17]=[C:16]([C:19]2[CH:24]=[CH:23][C:22]([F:25])=[CH:21][CH:20]=2)[C:15]=1[C:26]1[N:27]=[CH:28][NH:29][CH:30]=1)[CH3:13]. No catalyst specified. The product is [CH2:12]([C:14]1[O:18][N:17]=[C:16]([C:19]2[CH:24]=[CH:23][C:22]([F:25])=[CH:21][CH:20]=2)[C:15]=1[C:26]1[N:27]=[CH:28][N:29]([C:2]2[CH:7]=[CH:6][C:5]([C:8]([F:11])([F:10])[F:9])=[CH:4][CH:3]=2)[CH:30]=1)[CH3:13]. The yield is 0.330.